Dataset: Forward reaction prediction with 1.9M reactions from USPTO patents (1976-2016). Task: Predict the product of the given reaction. (1) Given the reactants [CH3:1][O:2][C:3]1[CH:4]=[C:5]([C:15]2[N:19]3[CH2:20][CH2:21][CH2:22][C:23]([O:29][C:30]4[CH:35]=[C:34]([F:36])[C:33]([F:37])=[C:32]([F:38])[CH:31]=4)(C(OCC)=O)[C:18]3=[N:17][N:16]=2)[CH:6]=[CH:7][C:8]=1[C:9]1[O:13][C:12]([CH3:14])=[N:11][CH:10]=1.C[Mg]Br, predict the reaction product. The product is: [CH3:1][O:2][C:3]1[CH:4]=[C:5]([C:15]2[N:19]3[CH2:20][CH2:21][CH2:22][C:23]([C:3]([OH:2])([CH3:4])[CH3:8])([O:29][C:30]4[CH:35]=[C:34]([F:36])[C:33]([F:37])=[C:32]([F:38])[CH:31]=4)[C:18]3=[N:17][N:16]=2)[CH:6]=[CH:7][C:8]=1[C:9]1[O:13][C:12]([CH3:14])=[N:11][CH:10]=1. (2) Given the reactants [F:1][C:2]1[CH:7]=[CH:6][C:5]([O:8][CH3:9])=[CH:4][C:3]=1[NH:10][C:11]1[N:19]=[CH:18][CH:17]=[CH:16][C:12]=1[C:13]([OH:15])=O.[CH3:20][C:21]([NH2:25])([C:23]#[CH:24])[CH3:22].C1C=CC2N(O)N=NC=2C=1.CCN=C=NCCCN(C)C.CCN(C(C)C)C(C)C, predict the reaction product. The product is: [F:1][C:2]1[CH:7]=[CH:6][C:5]([O:8][CH3:9])=[CH:4][C:3]=1[NH:10][C:11]1[N:19]=[CH:18][CH:17]=[CH:16][C:12]=1[C:13]([NH:25][C:21]([CH3:22])([C:23]#[CH:24])[CH3:20])=[O:15]. (3) Given the reactants [Cl:1][C:2]1[N:7]=[C:6]([CH3:8])[N:5]=[C:4]([NH:9][C@@H:10]2[CH2:15][CH2:14][C@H:13]([NH:16][C:17](=[O:27])[C:18]3[CH:23]=[C:22]([F:24])[C:21]([F:25])=[C:20]([F:26])[CH:19]=3)[CH2:12][CH2:11]2)[CH:3]=1.[CH2:28]([NH:30][CH3:31])[CH3:29], predict the reaction product. The product is: [ClH:1].[CH2:28]([N:30]([CH3:31])[C:2]1[N:7]=[C:6]([CH3:8])[N:5]=[C:4]([NH:9][C@@H:10]2[CH2:15][CH2:14][C@H:13]([NH:16][C:17](=[O:27])[C:18]3[CH:23]=[C:22]([F:24])[C:21]([F:25])=[C:20]([F:26])[CH:19]=3)[CH2:12][CH2:11]2)[CH:3]=1)[CH3:29]. (4) The product is: [Br:1][C:2]1[CH:7]=[CH:6][C:5]([NH2:8])=[CH:4][C:3]=1[O:12][CH2:13][CH2:14][N:15]1[CH2:20][CH2:19][CH2:18][CH2:17][CH2:16]1. Given the reactants [Br:1][C:2]1[CH:7]=[CH:6][C:5]([NH:8]C(=O)C)=[CH:4][C:3]=1[O:12][CH2:13][CH2:14][N:15]1[CH2:20][CH2:19][CH2:18][CH2:17][CH2:16]1.Cl, predict the reaction product. (5) Given the reactants Cl[C:2]1[CH:7]=[CH:6][CH:5]=[C:4]([O:8][CH3:9])[N:3]=1, predict the reaction product. The product is: [CH3:9][O:8][C:4]1[N:3]=[C:2]([C:2]2[CH:7]=[CH:6][CH:5]=[C:4]([O:8][CH3:9])[N:3]=2)[CH:7]=[CH:6][CH:5]=1.